From a dataset of Catalyst prediction with 721,799 reactions and 888 catalyst types from USPTO. Predict which catalyst facilitates the given reaction. (1) Reactant: [OH-].[Li+].C([O:5][C:6]([C:8]1[C:12]([CH2:13][CH2:14][CH2:15][S:16]([CH3:19])(=[O:18])=[O:17])=[C:11]([CH:20]=[O:21])[NH:10][C:9]=1[CH3:22])=[O:7])C.Cl. Product: [CH:20]([C:11]1[NH:10][C:9]([CH3:22])=[C:8]([C:6]([OH:7])=[O:5])[C:12]=1[CH2:13][CH2:14][CH2:15][S:16]([CH3:19])(=[O:17])=[O:18])=[O:21]. The catalyst class is: 24. (2) Reactant: Br.[NH2:2][C:3]1[CH:8]=[CH:7][CH:6]=[C:5]([CH3:9])[C:4]=1[OH:10].C(OCC)(=O)C.C(=O)([O-])O.[Na+].[Br:22][CH:23]([C:27]1[CH:32]=[CH:31][CH:30]=[CH:29][CH:28]=1)[C:24](Br)=[O:25]. Product: [Br:22][CH:23]([C:27]1[CH:32]=[CH:31][CH:30]=[CH:29][CH:28]=1)[C:24]([NH:2][C:3]1[CH:8]=[CH:7][CH:6]=[C:5]([CH3:9])[C:4]=1[OH:10])=[O:25]. The catalyst class is: 6. (3) Reactant: [N:1]1([C:15]([O:17][CH2:18][C:19]2[CH:24]=[CH:23][CH:22]=[CH:21][CH:20]=2)=[O:16])[CH2:6][CH2:5][C:4]2([C:14]3[C:9](=[CH:10][CH:11]=[CH:12][CH:13]=3)[NH:8][CH2:7]2)[CH2:3][CH2:2]1.C=O.[C:27](O)(=O)C.C([BH3-])#N.[Na+].C([O-])(O)=O.[Na+]. Product: [CH3:27][N:8]1[C:9]2[C:14](=[CH:13][CH:12]=[CH:11][CH:10]=2)[C:4]2([CH2:3][CH2:2][N:1]([C:15]([O:17][CH2:18][C:19]3[CH:20]=[CH:21][CH:22]=[CH:23][CH:24]=3)=[O:16])[CH2:6][CH2:5]2)[CH2:7]1. The catalyst class is: 5. (4) Reactant: C(=O)([O-])[O-].[K+].[K+].[C:7]([C:9]1[C:10]([N:21]2[CH2:26][CH2:25][NH:24][CH2:23][CH2:22]2)=[N:11][C:12]([CH3:20])=[C:13]([CH:19]=1)[C:14]([O:16][CH2:17][CH3:18])=[O:15])#[N:8].[C:27](O[C:27]([O:29][C:30]([CH3:33])([CH3:32])[CH3:31])=[O:28])([O:29][C:30]([CH3:33])([CH3:32])[CH3:31])=[O:28].C(Cl)Cl. Product: [C:7]([C:9]1[C:10]([N:21]2[CH2:26][CH2:25][N:24]([C:27]([O:29][C:30]([CH3:33])([CH3:32])[CH3:31])=[O:28])[CH2:23][CH2:22]2)=[N:11][C:12]([CH3:20])=[C:13]([C:14]([O:16][CH2:17][CH3:18])=[O:15])[CH:19]=1)#[N:8]. The catalyst class is: 20.